From a dataset of Reaction yield outcomes from USPTO patents with 853,638 reactions. Predict the reaction yield, written as a fraction of the theoretical maximum amount of product (1.0 means a 100% yield; for example, 0.34 means a 34% yield). (1) The reactants are Br[C:2]1[N:7]=[C:6]([C:8]([OH:10])=[O:9])[CH:5]=[CH:4][C:3]=1[F:11].[F:12][C:13]1[CH:18]=[CH:17][C:16]([O:19][CH3:20])=[CH:15][C:14]=1B(O)O. The catalyst is C1C=CC(P(C2C=CC=CC=2)[C-]2C=CC=C2)=CC=1.C1C=CC(P(C2C=CC=CC=2)[C-]2C=CC=C2)=CC=1.Cl[Pd]Cl.[Fe+2].C(Cl)Cl. The product is [F:11][C:3]1[CH:4]=[CH:5][C:6]([C:8]([OH:10])=[O:9])=[N:7][C:2]=1[C:14]1[CH:15]=[C:16]([O:19][CH3:20])[CH:17]=[CH:18][C:13]=1[F:12]. The yield is 0.860. (2) The reactants are [CH3:1][S:2][N:3]1[C:7](=[O:8])[C:6]2=[CH:9][CH:10]=[CH:11][CH:12]=[C:5]2[C:4]1=O.[CH2:14]([Cl:16])Cl. The catalyst is C(N(CC)CC)C. The product is [C:7]([CH:6]1[CH:9]([C:10]2[CH:11]=[CH:12][CH:5]=[CH:4][C:14]=2[Cl:16])[N:3]([S:2][CH3:1])[C:7]1=[O:8])(=[O:8])[CH:6]=[CH2:5]. The yield is 0.880. (3) The yield is 0.400. The catalyst is C1COCC1. The reactants are [CH2:1]([O:8][C:9]1[C:14](=[O:15])[N:13]2[CH:16]=[CH:17][N:18]([CH2:19][C:20](=[O:27])[N:21]3[CH2:26][CH2:25][CH2:24][CH2:23][CH2:22]3)[C:12]2=[N:11][C:10]=1[C:28]([OH:30])=O)[C:2]1[CH:7]=[CH:6][CH:5]=[CH:4][CH:3]=1.Cl.[NH2:32][CH2:33][C:34](=[O:43])[CH2:35][C:36]1[CH:41]=[CH:40][C:39]([F:42])=[CH:38][CH:37]=1.CCN=C=NCCCN(C)C.Cl.C1C=CC2N(O)N=NC=2C=1.C(=O)(O)[O-].[Na+]. The product is [F:42][C:39]1[CH:38]=[CH:37][C:36]([CH2:35][C:34](=[O:43])[CH2:33][NH:32][C:28]([C:10]2[N:11]=[C:12]3[N:18]([CH2:19][C:20](=[O:27])[N:21]4[CH2:22][CH2:23][CH2:24][CH2:25][CH2:26]4)[CH:17]=[CH:16][N:13]3[C:14](=[O:15])[C:9]=2[O:8][CH2:1][C:2]2[CH:3]=[CH:4][CH:5]=[CH:6][CH:7]=2)=[O:30])=[CH:41][CH:40]=1. (4) The reactants are FC(F)(F)C(O)=O.C(OC([NH:15][CH2:16][C:17]1[O:21][N:20]=[C:19]([C:22]2[CH:27]=[CH:26][CH:25]=[CH:24][CH:23]=2)[CH:18]=1)=O)(C)(C)C. The catalyst is C(Cl)Cl. The product is [NH2:15][CH2:16][C:17]1[O:21][N:20]=[C:19]([C:22]2[CH:23]=[CH:24][CH:25]=[CH:26][CH:27]=2)[CH:18]=1. The yield is 0.860. (5) The reactants are [CH3:1][CH:2]([CH3:17])[CH2:3][CH2:4][NH:5][C:6]([C:8]1([C:13]([O:15]C)=[O:14])[CH2:12][CH2:11][CH2:10][CH2:9]1)=[O:7].O.[OH-].[Li+].[CH2:21]1COCC1. The catalyst is O.Cl. The product is [CH3:21][CH:9]1[CH2:10][CH2:11][CH2:12][C:8]1([C:6](=[O:7])[NH:5][CH2:4][CH2:3][CH:2]([CH3:17])[CH3:1])[C:13]([OH:15])=[O:14]. The yield is 0.900. (6) The reactants are F[C:2]1[N:7]=[C:6]([C:8]2[C:16]3[C:11](=[CH:12][N:13]=[C:14]([CH:17]4[CH2:22][CH2:21][CH2:20][O:19][CH2:18]4)[CH:15]=3)[N:10](C3CCCCO3)[N:9]=2)[CH:5]=[CH:4][CH:3]=1.[NH:29]1[CH2:34][CH2:33][NH:32][CH2:31][CH2:30]1. No catalyst specified. The product is [N:29]1([C:2]2[N:7]=[C:6]([C:8]3[C:16]4[C:11](=[CH:12][N:13]=[C:14]([CH:17]5[CH2:22][CH2:21][CH2:20][O:19][CH2:18]5)[CH:15]=4)[NH:10][N:9]=3)[CH:5]=[CH:4][CH:3]=2)[CH2:34][CH2:33][NH:32][CH2:31][CH2:30]1. The yield is 0.200. (7) The reactants are [Br:1][C:2]1[C:3]([CH3:8])=[N:4][CH:5]=[CH:6][CH:7]=1.ClC1C=CC=C(C(OO)=[O:17])C=1. The catalyst is C(Cl)Cl.C(OCC)(=O)C. The product is [Br:1][C:2]1[C:3]([CH3:8])=[N+:4]([O-:17])[CH:5]=[CH:6][CH:7]=1. The yield is 0.610.